This data is from Forward reaction prediction with 1.9M reactions from USPTO patents (1976-2016). The task is: Predict the product of the given reaction. (1) The product is: [Cl:1][C:2]1[C:7]([S:8]([CH3:11])(=[O:10])=[O:9])=[CH:6][C:5]([C:12]2[N:13]([C:33]([N:43]3[CH2:44][CH2:45][CH:40]([OH:39])[CH2:41][CH2:42]3)=[O:34])[C@@:14]([C:26]3[CH:27]=[CH:28][C:29]([Cl:32])=[CH:30][CH:31]=3)([CH3:25])[C@@:15]([C:18]3[CH:19]=[CH:20][C:21]([Cl:24])=[CH:22][CH:23]=3)([CH3:17])[N:16]=2)=[C:4]([O:36][CH2:37][CH3:38])[CH:3]=1. Given the reactants [Cl:1][C:2]1[C:7]([S:8]([CH3:11])(=[O:10])=[O:9])=[CH:6][C:5]([C:12]2[N:13]([C:33](Cl)=[O:34])[C@@:14]([C:26]3[CH:31]=[CH:30][C:29]([Cl:32])=[CH:28][CH:27]=3)([CH3:25])[C@@:15]([C:18]3[CH:23]=[CH:22][C:21]([Cl:24])=[CH:20][CH:19]=3)([CH3:17])[N:16]=2)=[C:4]([O:36][CH2:37][CH3:38])[CH:3]=1.[OH:39][CH:40]1[CH2:45][CH2:44][NH:43][CH2:42][CH2:41]1, predict the reaction product. (2) Given the reactants [C:1]([O:5][C:6]([N:8]1[CH2:13][CH2:12][C@H:11]([C:14]2[CH:19]=[CH:18][CH:17]=[C:16](Br)[CH:15]=2)[C@@H:10]([O:21][CH2:22][C:23]2[CH:32]=[CH:31][C:30]3[C:25](=[CH:26][CH:27]=[CH:28][CH:29]=3)[CH:24]=2)[CH2:9]1)=[O:7])([CH3:4])([CH3:3])[CH3:2].[CH2:33]([O:35][C:36]([C:38]1[CH:43]=[CH:42][C:41](B(O)O)=[CH:40][CH:39]=1)=[O:37])[CH3:34].C(COC)OC.C([O-])([O-])=O.[Na+].[Na+], predict the reaction product. The product is: [C:1]([O:5][C:6]([N:8]1[CH2:13][CH2:12][C@H:11]([C:14]2[CH:15]=[C:16]([C:41]3[CH:42]=[CH:43][C:38]([C:36]([O:35][CH2:33][CH3:34])=[O:37])=[CH:39][CH:40]=3)[CH:17]=[CH:18][CH:19]=2)[C@@H:10]([O:21][CH2:22][C:23]2[CH:32]=[CH:31][C:30]3[C:25](=[CH:26][CH:27]=[CH:28][CH:29]=3)[CH:24]=2)[CH2:9]1)=[O:7])([CH3:4])([CH3:3])[CH3:2]. (3) Given the reactants [CH3:1][S:2]([N:5]1[CH2:10][CH:9]=[C:8]([C:11]2[CH:12]=[C:13]3[CH2:27][C:18]4([CH2:26][C:20]5([CH2:25][CH2:24][NH:23][CH2:22][CH2:21]5)[CH2:19]4)[O:17][C:14]3=[CH:15][N:16]=2)[CH2:7][CH2:6]1)(=[O:4])=[O:3].Cl[C:29]1[S:30][C:31]([C:34]([F:37])([F:36])[F:35])=[N:32][N:33]=1, predict the reaction product. The product is: [CH3:1][S:2]([N:5]1[CH2:6][CH:7]=[C:8]([C:11]2[CH:12]=[C:13]3[CH2:27][C:18]4([CH2:19][C:20]5([CH2:21][CH2:22][N:23]([C:29]6[S:30][C:31]([C:34]([F:37])([F:36])[F:35])=[N:32][N:33]=6)[CH2:24][CH2:25]5)[CH2:26]4)[O:17][C:14]3=[CH:15][N:16]=2)[CH2:9][CH2:10]1)(=[O:4])=[O:3]. (4) Given the reactants C(OC1C=C(C=CC=1)OC1C=C2C(=CC=1)N(C1C=CC(OC(C)C)=CC=1)C(C(O)=O)=C2)(C)C.C([O:36][C:37]([C:39]1[N:40]([C:49]2[CH:54]=[CH:53][C:52]([O:55][CH:56]([CH3:58])[CH3:57])=[CH:51][CH:50]=2)[C:41]2[C:46]([CH:47]=1)=[CH:45][C:44]([OH:48])=[CH:43][CH:42]=2)=[O:38])C.[Cl:59][C:60]1[CH:61]=[C:62](B(O)O)[CH:63]=[CH:64][C:65]=1[Cl:66], predict the reaction product. The product is: [Cl:59][C:60]1[CH:61]=[C:62]([CH:63]=[CH:64][C:65]=1[Cl:66])[O:48][C:44]1[CH:45]=[C:46]2[C:41](=[CH:42][CH:43]=1)[N:40]([C:49]1[CH:50]=[CH:51][C:52]([O:55][CH:56]([CH3:57])[CH3:58])=[CH:53][CH:54]=1)[C:39]([C:37]([OH:36])=[O:38])=[CH:47]2. (5) Given the reactants [CH3:1][N:2]1[C:10]2[C:5](=[CH:6][C:7]([S:11][C:12]3[CH:17]=[CH:16][C:15](/[CH:18]=[CH:19]/[C:20]([N:22]4[CH2:27][CH2:26][CH2:25][CH:24]([C:28]([O:30]CC)=[O:29])[CH2:23]4)=[O:21])=[C:14]([Cl:33])[C:13]=3[Cl:34])=[CH:8][CH:9]=2)[CH:4]=[CH:3]1.[OH-].[K+].[OH-].[Na+], predict the reaction product. The product is: [CH3:1][N:2]1[C:10]2[C:5](=[CH:6][C:7]([S:11][C:12]3[CH:17]=[CH:16][C:15](/[CH:18]=[CH:19]/[C:20]([N:22]4[CH2:27][CH2:26][CH2:25][CH:24]([C:28]([OH:30])=[O:29])[CH2:23]4)=[O:21])=[C:14]([Cl:33])[C:13]=3[Cl:34])=[CH:8][CH:9]=2)[CH:4]=[CH:3]1. (6) Given the reactants C([BH3-])#N.[Na+].[CH3:5][N:6]1[C:14]2[C:9](=[CH:10][CH:11]=[CH:12][CH:13]=2)[CH:8]=[CH:7]1, predict the reaction product. The product is: [CH3:5][N:6]1[C:14]2[C:9](=[CH:10][CH:11]=[CH:12][CH:13]=2)[CH2:8][CH2:7]1. (7) Given the reactants [CH3:1][S:2][C:3]1[S:7][C:6]([NH2:8])=[N:5][N:4]=1.Br[CH2:10][C:11]([C:13]1[O:14][C:15]2[C:16](=[C:18]([C:22]([O:24][CH3:25])=[O:23])[CH:19]=[CH:20][CH:21]=2)[CH:17]=1)=O, predict the reaction product. The product is: [CH3:1][S:2][C:3]1[S:7][C:6]2=[N:8][C:11]([C:13]3[O:14][C:15]4[C:16](=[C:18]([C:22]([O:24][CH3:25])=[O:23])[CH:19]=[CH:20][CH:21]=4)[CH:17]=3)=[CH:10][N:5]2[N:4]=1. (8) Given the reactants C[O:2][C:3]([C:5]1[CH:10]=[C:9]([O:11][CH2:12]C)[C:8]([O:14][C@@H:15]([CH3:33])[C:16]([N:18]2[CH2:23][CH2:22][N:21]([C:24](=[O:31])[C:25]3[CH:30]=[CH:29][CH:28]=[CH:27][CH:26]=3)[CH2:20][C@H:19]2[CH3:32])=[O:17])=[CH:7][N:6]=1)=O.[CH2:34]([NH2:36])[CH3:35], predict the reaction product. The product is: [CH2:34]([NH:36][C:3]([C:5]1[CH:10]=[C:9]([O:11][CH3:12])[C:8]([O:14][C@@H:15]([CH3:33])[C:16]([N:18]2[CH2:23][CH2:22][N:21]([C:24](=[O:31])[C:25]3[CH:26]=[CH:27][CH:28]=[CH:29][CH:30]=3)[CH2:20][C@H:19]2[CH3:32])=[O:17])=[CH:7][N:6]=1)=[O:2])[CH3:35]. (9) Given the reactants [CH:1]1([CH2:6][CH:7]([C:11]2[CH:16]=[CH:15][C:14]([S:17][CH3:18])=[C:13]([C:19]([F:22])([F:21])[F:20])[CH:12]=2)[C:8]([OH:10])=[O:9])[CH2:5][CH2:4][CH2:3][CH2:2]1.S(=O)(=O)(O)O.[CH2:28](O)[CH3:29], predict the reaction product. The product is: [CH2:28]([O:9][C:8](=[O:10])[CH:7]([C:11]1[CH:16]=[CH:15][C:14]([S:17][CH3:18])=[C:13]([C:19]([F:22])([F:20])[F:21])[CH:12]=1)[CH2:6][CH:1]1[CH2:5][CH2:4][CH2:3][CH2:2]1)[CH3:29].